Regression. Given a peptide amino acid sequence and an MHC pseudo amino acid sequence, predict their binding affinity value. This is MHC class II binding data. From a dataset of Peptide-MHC class II binding affinity with 134,281 pairs from IEDB. (1) The peptide sequence is SKTSASIGSLCADARMYGVL. The MHC is DRB1_1501 with pseudo-sequence DRB1_1501. The binding affinity (normalized) is 0.337. (2) The peptide sequence is GLRSLTTLLRALGAQ. The MHC is DRB1_1501 with pseudo-sequence DRB1_1501. The binding affinity (normalized) is 0.778. (3) The peptide sequence is LEVLNFDFQANAQLS. The MHC is DRB1_0401 with pseudo-sequence DRB1_0401. The binding affinity (normalized) is 0.629. (4) The peptide sequence is RKPLDNIKDNVGKME. The MHC is DRB1_1501 with pseudo-sequence DRB1_1501. The binding affinity (normalized) is 0.274.